Task: Regression. Given a peptide amino acid sequence and an MHC pseudo amino acid sequence, predict their binding affinity value. This is MHC class I binding data.. Dataset: Peptide-MHC class I binding affinity with 185,985 pairs from IEDB/IMGT The peptide sequence is DPRRLVQLL. The MHC is HLA-B08:01 with pseudo-sequence HLA-B08:01. The binding affinity (normalized) is 0.503.